From a dataset of NCI-60 drug combinations with 297,098 pairs across 59 cell lines. Regression. Given two drug SMILES strings and cell line genomic features, predict the synergy score measuring deviation from expected non-interaction effect. (1) Drug 1: COC1=C(C=C2C(=C1)N=CN=C2NC3=CC(=C(C=C3)F)Cl)OCCCN4CCOCC4. Drug 2: CC(C)CN1C=NC2=C1C3=CC=CC=C3N=C2N. Cell line: UACC62. Synergy scores: CSS=18.0, Synergy_ZIP=-2.10, Synergy_Bliss=3.56, Synergy_Loewe=1.17, Synergy_HSA=1.52. (2) Drug 1: CC(CN1CC(=O)NC(=O)C1)N2CC(=O)NC(=O)C2. Drug 2: CCN(CC)CCCC(C)NC1=C2C=C(C=CC2=NC3=C1C=CC(=C3)Cl)OC. Cell line: SF-268. Synergy scores: CSS=20.3, Synergy_ZIP=1.50, Synergy_Bliss=7.79, Synergy_Loewe=5.38, Synergy_HSA=8.81. (3) Drug 1: CCN(CC)CCCC(C)NC1=C2C=C(C=CC2=NC3=C1C=CC(=C3)Cl)OC. Drug 2: CC(C)CN1C=NC2=C1C3=CC=CC=C3N=C2N. Cell line: NCI-H522. Synergy scores: CSS=13.1, Synergy_ZIP=1.10, Synergy_Bliss=7.01, Synergy_Loewe=5.55, Synergy_HSA=4.69.